Dataset: NCI-60 drug combinations with 297,098 pairs across 59 cell lines. Task: Regression. Given two drug SMILES strings and cell line genomic features, predict the synergy score measuring deviation from expected non-interaction effect. (1) Drug 1: C1CCC(C(C1)N)N.C(=O)(C(=O)[O-])[O-].[Pt+4]. Drug 2: C1C(C(OC1N2C=NC3=C2NC=NCC3O)CO)O. Cell line: NCIH23. Synergy scores: CSS=33.4, Synergy_ZIP=-11.9, Synergy_Bliss=-7.52, Synergy_Loewe=-7.02, Synergy_HSA=-3.37. (2) Drug 1: CN1CCC(CC1)COC2=C(C=C3C(=C2)N=CN=C3NC4=C(C=C(C=C4)Br)F)OC. Drug 2: C1=NC2=C(N=C(N=C2N1C3C(C(C(O3)CO)O)O)F)N. Cell line: BT-549. Synergy scores: CSS=-1.21, Synergy_ZIP=-1.44, Synergy_Bliss=-2.38, Synergy_Loewe=-5.49, Synergy_HSA=-4.67. (3) Drug 1: C1CCN(CC1)CCOC2=CC=C(C=C2)C(=O)C3=C(SC4=C3C=CC(=C4)O)C5=CC=C(C=C5)O. Drug 2: CC12CCC3C(C1CCC2OP(=O)(O)O)CCC4=C3C=CC(=C4)OC(=O)N(CCCl)CCCl.[Na+]. Cell line: SN12C. Synergy scores: CSS=-0.834, Synergy_ZIP=-1.34, Synergy_Bliss=-3.50, Synergy_Loewe=-69.4, Synergy_HSA=-2.51. (4) Drug 1: CC1=C2C(C(=O)C3(C(CC4C(C3C(C(C2(C)C)(CC1OC(=O)C(C(C5=CC=CC=C5)NC(=O)OC(C)(C)C)O)O)OC(=O)C6=CC=CC=C6)(CO4)OC(=O)C)O)C)O. Drug 2: CS(=O)(=O)OCCCCOS(=O)(=O)C. Cell line: 786-0. Synergy scores: CSS=5.47, Synergy_ZIP=-2.29, Synergy_Bliss=-1.92, Synergy_Loewe=0.423, Synergy_HSA=-0.945. (5) Cell line: EKVX. Synergy scores: CSS=5.51, Synergy_ZIP=-3.34, Synergy_Bliss=-3.54, Synergy_Loewe=-1.40, Synergy_HSA=-3.08. Drug 2: C1CCC(C(C1)N)N.C(=O)(C(=O)[O-])[O-].[Pt+4]. Drug 1: C1CC(C1)(C(=O)O)C(=O)O.[NH2-].[NH2-].[Pt+2]. (6) Drug 1: CC1=C2C(C(=O)C3(C(CC4C(C3C(C(C2(C)C)(CC1OC(=O)C(C(C5=CC=CC=C5)NC(=O)C6=CC=CC=C6)O)O)OC(=O)C7=CC=CC=C7)(CO4)OC(=O)C)O)C)OC(=O)C. Drug 2: C1CN(P(=O)(OC1)NCCCl)CCCl. Cell line: SR. Synergy scores: CSS=10.7, Synergy_ZIP=14.1, Synergy_Bliss=16.1, Synergy_Loewe=0.799, Synergy_HSA=14.8. (7) Drug 1: CC1=C2C(C(=O)C3(C(CC4C(C3C(C(C2(C)C)(CC1OC(=O)C(C(C5=CC=CC=C5)NC(=O)OC(C)(C)C)O)O)OC(=O)C6=CC=CC=C6)(CO4)OC(=O)C)OC)C)OC. Drug 2: C1=CC(=CC=C1CC(C(=O)O)N)N(CCCl)CCCl.Cl. Cell line: TK-10. Synergy scores: CSS=45.6, Synergy_ZIP=0.627, Synergy_Bliss=2.40, Synergy_Loewe=-15.6, Synergy_HSA=2.67.